Dataset: Merck oncology drug combination screen with 23,052 pairs across 39 cell lines. Task: Regression. Given two drug SMILES strings and cell line genomic features, predict the synergy score measuring deviation from expected non-interaction effect. (1) Drug 1: CS(=O)(=O)CCNCc1ccc(-c2ccc3ncnc(Nc4ccc(OCc5cccc(F)c5)c(Cl)c4)c3c2)o1. Drug 2: NC1(c2ccc(-c3nc4ccn5c(=O)[nH]nc5c4cc3-c3ccccc3)cc2)CCC1. Cell line: OVCAR3. Synergy scores: synergy=29.1. (2) Drug 1: CS(=O)(=O)CCNCc1ccc(-c2ccc3ncnc(Nc4ccc(OCc5cccc(F)c5)c(Cl)c4)c3c2)o1. Drug 2: C#Cc1cccc(Nc2ncnc3cc(OCCOC)c(OCCOC)cc23)c1. Cell line: SKMES1. Synergy scores: synergy=5.55. (3) Synergy scores: synergy=-24.5. Drug 1: CCC1=CC2CN(C1)Cc1c([nH]c3ccccc13)C(C(=O)OC)(c1cc3c(cc1OC)N(C)C1C(O)(C(=O)OC)C(OC(C)=O)C4(CC)C=CCN5CCC31C54)C2. Drug 2: COC1CC2CCC(C)C(O)(O2)C(=O)C(=O)N2CCCCC2C(=O)OC(C(C)CC2CCC(OP(C)(C)=O)C(OC)C2)CC(=O)C(C)C=C(C)C(O)C(OC)C(=O)C(C)CC(C)C=CC=CC=C1C. Cell line: HCT116. (4) Drug 1: N.N.O=C(O)C1(C(=O)O)CCC1.[Pt]. Drug 2: O=C(NOCC(O)CO)c1ccc(F)c(F)c1Nc1ccc(I)cc1F. Cell line: NCIH520. Synergy scores: synergy=-5.36. (5) Drug 1: O=S1(=O)NC2(CN1CC(F)(F)F)C1CCC2Cc2cc(C=CCN3CCC(C(F)(F)F)CC3)ccc2C1. Drug 2: Cn1cc(-c2cnn3c(N)c(Br)c(C4CCCNC4)nc23)cn1. Cell line: NCIH520. Synergy scores: synergy=5.94. (6) Drug 1: COC1CC2CCC(C)C(O)(O2)C(=O)C(=O)N2CCCCC2C(=O)OC(C(C)CC2CCC(OP(C)(C)=O)C(OC)C2)CC(=O)C(C)C=C(C)C(O)C(OC)C(=O)C(C)CC(C)C=CC=CC=C1C. Cell line: A375. Synergy scores: synergy=28.4. Drug 2: CCc1c2c(nc3ccc(O)cc13)-c1cc3c(c(=O)n1C2)COC(=O)C3(O)CC. (7) Drug 1: CC(C)CC(NC(=O)C(Cc1ccccc1)NC(=O)c1cnccn1)B(O)O. Drug 2: Cc1nc(Nc2ncc(C(=O)Nc3c(C)cccc3Cl)s2)cc(N2CCN(CCO)CC2)n1. Cell line: UWB1289BRCA1. Synergy scores: synergy=-1.54. (8) Drug 1: CS(=O)(=O)CCNCc1ccc(-c2ccc3ncnc(Nc4ccc(OCc5cccc(F)c5)c(Cl)c4)c3c2)o1. Drug 2: NC1(c2ccc(-c3nc4ccn5c(=O)[nH]nc5c4cc3-c3ccccc3)cc2)CCC1. Cell line: HCT116. Synergy scores: synergy=14.2. (9) Drug 1: COc1cc(C2c3cc4c(cc3C(OC3OC5COC(C)OC5C(O)C3O)C3COC(=O)C23)OCO4)cc(OC)c1O. Drug 2: CC(C)CC(NC(=O)C(Cc1ccccc1)NC(=O)c1cnccn1)B(O)O. Cell line: KPL1. Synergy scores: synergy=10.9.